This data is from Reaction yield outcomes from USPTO patents with 853,638 reactions. The task is: Predict the reaction yield, written as a fraction of the theoretical maximum amount of product (1.0 means a 100% yield; for example, 0.34 means a 34% yield). (1) The reactants are [Cl:1][C:2]1[CH:3]=[CH:4][C:5]([O:29][CH:30]([F:32])[F:31])=[C:6]([C:8]2[C:12]([NH:13][C:14]([C:16]3[CH:17]=[N:18][N:19]4[CH:24]=[CH:23][CH:22]=[N:21][C:20]=34)=[O:15])=[CH:11][N:10]([CH2:25][C:26](O)=[O:27])[N:9]=2)[CH:7]=1.CCN(C(C)C)C(C)C.[CH3:42][N:43]1[CH2:50][C@@H:49]2[C@@H:45]([CH2:46][NH:47][CH2:48]2)[CH2:44]1.CN(C(ON1N=NC2C=CC=NC1=2)=[N+](C)C)C.F[P-](F)(F)(F)(F)F. The catalyst is CN(C=O)C.C([O-])([O-])=O.[K+].[K+]. The product is [Cl:1][C:2]1[CH:3]=[CH:4][C:5]([O:29][CH:30]([F:32])[F:31])=[C:6]([C:8]2[C:12]([NH:13][C:14]([C:16]3[CH:17]=[N:18][N:19]4[CH:24]=[CH:23][CH:22]=[N:21][C:20]=34)=[O:15])=[CH:11][N:10]([CH2:25][C:26]([N:47]3[CH2:48][C@@H:49]4[C@@H:45]([CH2:44][N:43]([CH3:42])[CH2:50]4)[CH2:46]3)=[O:27])[N:9]=2)[CH:7]=1. The yield is 0.690. (2) The reactants are [Cl-].[CH2:2]([N+:18]1[CH:23]=[CH:22][CH:21]=[CH:20][CH:19]=1)[CH2:3][CH2:4][CH2:5][CH2:6][CH2:7][CH2:8][CH2:9][CH2:10][CH2:11][CH2:12][CH2:13][CH2:14][CH2:15][CH2:16][CH3:17].[CH3:24][CH2:25][N:26]1[C:32](=[O:33])[C:30](=[O:31])[N:29]([C:34]([NH:36][C@@H:37]([C:44]([NH:46][C@@H:47]2[C:50](=[O:51])[N:49]3[C@@H:52]([C:57]([O-:59])=[O:58])[C:53]([CH3:56])([CH3:55])[S:54][C@H:48]23)=[O:45])[C:38]2[CH:43]=[CH:42][CH:41]=[CH:40][CH:39]=2)=[O:35])[CH2:28][CH2:27]1.[Na+].C(Cl)(Cl)Cl. The catalyst is O. The product is [CH2:2]([N+:18]1[CH:19]=[CH:20][CH:21]=[CH:22][CH:23]=1)[CH2:3][CH2:4][CH2:5][CH2:6][CH2:7][CH2:8][CH2:9][CH2:10][CH2:11][CH2:12][CH2:13][CH2:14][CH2:15][CH2:16][CH3:17].[CH3:24][CH2:25][N:26]1[C:32](=[O:33])[C:30](=[O:31])[N:29]([C:34]([NH:36][C@@H:37]([C:44]([NH:46][C@@H:47]2[C:50](=[O:51])[N:49]3[C@@H:52]([C:57]([OH:59])=[O:58])[C:53]([CH3:55])([CH3:56])[S:54][C@H:48]23)=[O:45])[C:38]2[CH:39]=[CH:40][CH:41]=[CH:42][CH:43]=2)=[O:35])[CH2:28][CH2:27]1. The yield is 0.587.